This data is from Peptide-MHC class I binding affinity with 185,985 pairs from IEDB/IMGT. The task is: Regression. Given a peptide amino acid sequence and an MHC pseudo amino acid sequence, predict their binding affinity value. This is MHC class I binding data. (1) The peptide sequence is LMYPTTLLK. The MHC is HLA-B15:42 with pseudo-sequence HLA-B15:42. The binding affinity (normalized) is 0.213. (2) The peptide sequence is ITTATRCPTQ. The MHC is HLA-A30:01 with pseudo-sequence HLA-A30:01. The binding affinity (normalized) is 0.154. (3) The peptide sequence is AIFQSSMTA. The MHC is HLA-A31:01 with pseudo-sequence HLA-A31:01. The binding affinity (normalized) is 0.149. (4) The peptide sequence is CNYTRFWYI. The MHC is HLA-A02:01 with pseudo-sequence HLA-A02:01. The binding affinity (normalized) is 0.315. (5) The peptide sequence is EEMPLVWDL. The MHC is HLA-B58:01 with pseudo-sequence HLA-B58:01. The binding affinity (normalized) is 0.0847.